From a dataset of Retrosynthesis with 50K atom-mapped reactions and 10 reaction types from USPTO. Predict the reactants needed to synthesize the given product. (1) Given the product CC(C)Oc1ccc(S(C)(=O)=O)cc1C(=O)N1CCN(c2nc(-c3ccccc3)ns2)CC1, predict the reactants needed to synthesize it. The reactants are: CC(C)Oc1ccc(S(C)(=O)=O)cc1C(=O)O.c1ccc(-c2nsc(N3CCNCC3)n2)cc1. (2) Given the product Cc1ccc(NC(=O)c2cccc(C(F)(F)F)c2)cc1-n1ccn2nc(-c3cccnc3)cc12, predict the reactants needed to synthesize it. The reactants are: Cc1ccc(N)cc1-n1ccn2nc(-c3cccnc3)cc12.O=C(O)c1cccc(C(F)(F)F)c1. (3) Given the product Cc1c(CCC(=O)O)ccc(OCc2c(-c3ccc(F)cc3)csc2C(F)(F)F)c1C, predict the reactants needed to synthesize it. The reactants are: CCOC(=O)CCc1ccc(OCc2c(-c3ccc(F)cc3)csc2C(F)(F)F)c(C)c1C. (4) Given the product CCCCn1nccc1COc1ccccc1C[C@@H](Oc1ncnc2sc(-c3ccc(OCCOC)nc3)c(-c3ccc(OCCN4CCN(C)CC4)c(Cl)c3C)c12)C(=O)OCC, predict the reactants needed to synthesize it. The reactants are: CCCCn1nccc1COc1ccccc1C[C@@H](Oc1ncnc2sc(-c3ccc(F)nc3)c(-c3ccc(OCCN4CCN(C)CC4)c(Cl)c3C)c12)C(=O)OCC.COCCO. (5) Given the product CCc1cnc(N2CCC([C@H]3Cc4cc(C5=CCN(S(C)(=O)=O)CC5)ncc4O3)CC2)nc1, predict the reactants needed to synthesize it. The reactants are: CCc1cnc(Cl)nc1.CS(=O)(=O)N1CC=C(c2cc3c(cn2)O[C@@H](C2CCNCC2)C3)CC1.